This data is from Catalyst prediction with 721,799 reactions and 888 catalyst types from USPTO. The task is: Predict which catalyst facilitates the given reaction. Reactant: [C@@H:1]1([N:8]2[C:16](=[O:17])[C:15]3[C:10](=[CH:11][CH:12]=[CH:13][CH:14]=3)[C:9]2=[O:18])[CH2:7][CH2:6][CH2:5]CC=[CH:2]1.[Br:19]N1C(=O)CCC1=O.[CH2:27]([OH:29])[CH3:28]. Product: [Br:19][C@@H:2]1[C@@H:27]([OH:29])[CH2:28][CH2:5][CH2:6][CH2:7][C@H:1]1[N:8]1[C:16](=[O:17])[C:15]2[C:10](=[CH:11][CH:12]=[CH:13][CH:14]=2)[C:9]1=[O:18]. The catalyst class is: 22.